Dataset: Catalyst prediction with 721,799 reactions and 888 catalyst types from USPTO. Task: Predict which catalyst facilitates the given reaction. (1) Reactant: C1(CCC(Cl)=O)C=CC=CC=1.[NH2:12][C:13]1[N:18]=[CH:17][N:16]=[C:15]2[N:19]([CH:41]3[CH2:46][CH2:45][N:44]([CH:47]4[CH2:52][CH2:51][N:50]([CH3:53])[CH2:49][CH2:48]4)[CH2:43][CH2:42]3)[N:20]=[C:21]([C:22]3[CH:27]=[CH:26][C:25]([NH:28][C:29](=[O:38])[CH2:30][CH2:31][C:32]4[CH:37]=[CH:36][CH:35]=[CH:34][CH:33]=4)=[C:24]([O:39][CH3:40])[CH:23]=3)[C:14]=12.NC1C=CC(C2C3C(=NC=NC=3N)N(C3CCN(C4CCN(C)CC4)CC3)N=2)=CC=1OC. The catalyst class is: 17. Product: [NH2:12][C:13]1[N:18]=[CH:17][N:16]=[C:15]2[N:19]([CH:41]3[CH2:46][CH2:45][N:44]([CH:47]4[CH2:48][CH2:49][N:50]([CH3:53])[CH2:51][CH2:52]4)[CH2:43][CH2:42]3)[N:20]=[C:21]([C:22]3[CH:27]=[CH:26][C:25]([NH:28][C:29](=[O:38])[CH2:30][CH2:31][C:32]4[CH:33]=[CH:34][CH:35]=[CH:36][CH:37]=4)=[C:24]([O:39][CH3:40])[CH:23]=3)[C:14]=12. (2) Reactant: [CH:1]([C:4]1[CH:8]=[CH:7][N:6]([CH2:9]O)[N:5]=1)([CH3:3])[CH3:2].S(Cl)([Cl:13])=O. Product: [ClH:13].[CH:1]([C:4]1[CH:8]=[CH:7][N:6]([CH2:9][Cl:13])[N:5]=1)([CH3:3])[CH3:2]. The catalyst class is: 4. (3) Reactant: [Br:1][C:2]1[CH:3]=[C:4]([O:28][C:29]2[CH:34]=[CH:33][CH:32]=[CH:31][CH:30]=2)[C:5]([NH:8][C:9]2[S:10][CH:11]=[C:12]([CH2:14][CH:15]3[CH2:19][CH2:18][N:17]([C:20]([O:22][C:23]([CH3:26])([CH3:25])[CH3:24])=[O:21])[C:16]3=[O:27])[N:13]=2)=[N:6][CH:7]=1.[OH-:35].[Na+]. Product: [Br:1][C:2]1[CH:3]=[C:4]([O:28][C:29]2[CH:34]=[CH:33][CH:32]=[CH:31][CH:30]=2)[C:5]([NH:8][C:9]2[S:10][CH:11]=[C:12]([CH2:14][CH:15]([CH2:19][CH2:18][NH:17][C:20]([O:22][C:23]([CH3:25])([CH3:24])[CH3:26])=[O:21])[C:16]([OH:27])=[O:35])[N:13]=2)=[N:6][CH:7]=1. The catalyst class is: 1. (4) Reactant: [Se:1]1[CH:5]=[CH:4][CH:3]=[CH:2]1.CN(CCN(C)C)C.[Li]CCCC.[CH3:19][Sn:20](Cl)([CH3:22])[CH3:21]. Product: [CH3:19][Sn:20]([CH3:22])([CH3:21])[C:2]1[Se:1][C:5]([Sn:20]([CH3:22])([CH3:21])[CH3:19])=[CH:4][CH:3]=1. The catalyst class is: 81. (5) Reactant: [F:1][C:2]1[CH:3]=[CH:4][CH:5]=[C:6]2[C:10]=1[NH:9][N:8]=[C:7]2[OH:11].[C:12](O[C:12]([O:14][C:15]([CH3:18])([CH3:17])[CH3:16])=[O:13])([O:14][C:15]([CH3:18])([CH3:17])[CH3:16])=[O:13]. Product: [F:1][C:2]1[CH:3]=[CH:4][CH:5]=[C:6]2[C:10]=1[N:9]([C:12]([O:14][C:15]([CH3:18])([CH3:17])[CH3:16])=[O:13])[N:8]=[C:7]2[OH:11]. The catalyst class is: 840. (6) Reactant: C([N-]C(C)C)(C)C.[Li+].[N:9]1([C:18]([O:20][C:21]([CH3:24])([CH3:23])[CH3:22])=[O:19])[C:17]2[C:12](=[CH:13][CH:14]=[CH:15][CH:16]=2)[CH:11]=[CH:10]1.[B:25](OC(C)C)([O:30]C(C)C)[O:26]C(C)C.CCOC(C)=O. Product: [C:21]([O:20][C:18]([N:9]1[C:17]2[C:12](=[CH:13][CH:14]=[CH:15][CH:16]=2)[CH:11]=[C:10]1[B:25]([OH:30])[OH:26])=[O:19])([CH3:24])([CH3:23])[CH3:22]. The catalyst class is: 27. (7) Reactant: CO[C:3](=[O:17])[C:4]1[CH:9]=[C:8]([N:10]2[C:14](=[O:15])[NH:13][CH:12]=[N:11]2)[CH:7]=[CH:6][C:5]=1[Cl:16].Cl.[NH2:19][CH2:20][C:21]1([OH:28])[CH2:27][CH2:26][CH2:25][CH2:24][CH2:23][CH2:22]1.C1N=CN(C(N2C=NC=C2)=O)C=1.C1C=CC2N(O)N=NC=2C=1. Product: [Cl:16][C:5]1[CH:6]=[CH:7][C:8]([N:10]2[C:14](=[O:15])[NH:13][CH:12]=[N:11]2)=[CH:9][C:4]=1[C:3]([NH:19][CH2:20][C:21]1([OH:28])[CH2:27][CH2:26][CH2:25][CH2:24][CH2:23][CH2:22]1)=[O:17]. The catalyst class is: 239.